From a dataset of Reaction yield outcomes from USPTO patents with 853,638 reactions. Predict the reaction yield, written as a fraction of the theoretical maximum amount of product (1.0 means a 100% yield; for example, 0.34 means a 34% yield). (1) The reactants are [CH3:1][O:2][C:3]1[CH:4]=[C:5]([CH:9]=[CH:10][C:11]=1[NH:12][C:13]([NH:15][C:16]1[CH:21]=[N:20][C:19]([CH3:22])=[CH:18][N:17]=1)=[O:14])[C:6]([OH:8])=O.CN(C(ON1N=[N:38][C:33]2[CH:34]=[CH:35][CH:36]=[CH:37][C:32]1=2)=[N+](C)C)C.F[P-](F)(F)(F)(F)F.[CH2:47]([NH:49]C1C=CC=CN=1)C.CCN(C(C)C)C(C)C. The catalyst is CN1C(=O)CCC1. The product is [CH3:1][O:2][C:3]1[CH:4]=[C:5]([CH:9]=[CH:10][C:11]=1[NH:12][C:13]([NH:15][C:16]1[CH:21]=[N:20][C:19]([CH3:22])=[CH:18][N:17]=1)=[O:14])[C:6]([NH:49][CH2:47][CH2:32][C:37]1[CH:36]=[CH:35][CH:34]=[CH:33][N:38]=1)=[O:8]. The yield is 0.710. (2) The reactants are [CH3:1][O-:2].[Na+].[CH2:4]([O:6][CH:7]([O:10][CH2:11][CH3:12])[C:8]#[N:9])[CH3:5]. The product is [CH2:4]([O:6][CH:7]([O:10][CH2:11][CH3:12])[C:8](=[NH:9])[O:2][CH3:1])[CH3:5]. The yield is 0.770. The catalyst is CO.O. (3) The reactants are [N+:1]([C:4]1[CH:12]=[C:11]2[C:7]([CH:8]=[C:9]([C:13]#[N:14])[NH:10]2)=[CH:6][CH:5]=1)([O-])=O. The catalyst is [Ni].CCO. The product is [NH2:1][C:4]1[CH:12]=[C:11]2[C:7]([CH:8]=[C:9]([C:13]#[N:14])[NH:10]2)=[CH:6][CH:5]=1. The yield is 0.490. (4) The reactants are Cl[C:2]1[CH:27]=[CH:26][C:5]2[O:6][C:7]3[CH:25]=[CH:24][CH:23]=[CH:22][C:8]=3[C@@H:9]3[C@H:14]([NH:15][C:16](=[O:21])[C:17]([F:20])([F:19])[F:18])[CH2:13][CH2:12][CH2:11][N:10]3[C:4]=2[CH:3]=1. The catalyst is CN(C=O)C.[Pd]. The product is [C@H:14]1([NH:15][C:16](=[O:21])[C:17]([F:20])([F:18])[F:19])[C@@H:9]2[N:10]([C:4]3[CH:3]=[CH:2][CH:27]=[CH:26][C:5]=3[O:6][C:7]3[CH:25]=[CH:24][CH:23]=[CH:22][C:8]=32)[CH2:11][CH2:12][CH2:13]1. The yield is 0.980. (5) The reactants are [CH:1]1([C@H:7]([NH:12][C:13]([C:15]2[S:16][C:17]([C:33]3[CH:38]=[CH:37][C:36]([O:39][C:40]([F:43])([F:42])[F:41])=[CH:35][CH:34]=3)=[CH:18][C:19]=2[NH:20][C:21]([NH:23][C:24]2[C:29]([CH3:30])=[CH:28][C:27]([CH3:31])=[CH:26][C:25]=2[CH3:32])=[O:22])=[O:14])[C:8]([O:10]C)=[O:9])[CH2:6][CH2:5][CH2:4][CH2:3][CH2:2]1.[OH-].[Li+]. The catalyst is C1COCC1. The product is [CH:1]1([C@H:7]([NH:12][C:13]([C:15]2[S:16][C:17]([C:33]3[CH:38]=[CH:37][C:36]([O:39][C:40]([F:43])([F:41])[F:42])=[CH:35][CH:34]=3)=[CH:18][C:19]=2[NH:20][C:21]([NH:23][C:24]2[C:29]([CH3:30])=[CH:28][C:27]([CH3:31])=[CH:26][C:25]=2[CH3:32])=[O:22])=[O:14])[C:8]([OH:10])=[O:9])[CH2:6][CH2:5][CH2:4][CH2:3][CH2:2]1. The yield is 0.820.